From a dataset of Peptide-MHC class I binding affinity with 185,985 pairs from IEDB/IMGT. Regression. Given a peptide amino acid sequence and an MHC pseudo amino acid sequence, predict their binding affinity value. This is MHC class I binding data. The MHC is Mamu-A01 with pseudo-sequence Mamu-A01. The binding affinity (normalized) is 0.259. The peptide sequence is SSADWSEAI.